Dataset: Reaction yield outcomes from USPTO patents with 853,638 reactions. Task: Predict the reaction yield, written as a fraction of the theoretical maximum amount of product (1.0 means a 100% yield; for example, 0.34 means a 34% yield). (1) The reactants are [N:1]1[CH:6]=[C:5]([CH2:7][NH2:8])[CH:4]=[N:3][CH:2]=1.C[Al](C)C.[Cl:13][C:14]1[CH:15]=[C:16]([CH:21]([C:36]([F:39])([F:38])[F:37])/[CH:22]=[CH:23]/[C:24]2[CH:34]=[CH:33][C:27]([C:28](OCC)=[O:29])=[C:26]([CH3:35])[CH:25]=2)[CH:17]=[C:18]([Cl:20])[CH:19]=1. The catalyst is C(Cl)Cl. The product is [Cl:13][C:14]1[CH:15]=[C:16]([CH:21]([C:36]([F:39])([F:37])[F:38])/[CH:22]=[CH:23]/[C:24]2[CH:34]=[CH:33][C:27]([C:28]([NH:8][CH2:7][C:5]3[CH:6]=[N:1][CH:2]=[N:3][CH:4]=3)=[O:29])=[C:26]([CH3:35])[CH:25]=2)[CH:17]=[C:18]([Cl:20])[CH:19]=1. The yield is 0.550. (2) The reactants are [CH:1]1([O:6][C:7]([NH:9][C:10]2[CH:11]=[C:12]3[C:16](=[CH:17][CH:18]=2)[N:15]([CH3:19])[CH:14]=[C:13]3[CH2:20][C:21]2[CH:29]=[CH:28][C:24]([C:25]([OH:27])=O)=[CH:23][C:22]=2[O:30][CH3:31])=[O:8])[CH2:5][CH2:4][CH2:3][CH2:2]1.[C:32]1([CH3:42])[C:33]([S:38]([NH2:41])(=[O:40])=[O:39])=[CH:34][CH:35]=[CH:36][CH:37]=1.Cl. The catalyst is CN(C)C1C=CN=CC=1.ClCCl. The product is [CH3:42][C:32]1[CH:37]=[CH:36][CH:35]=[CH:34][C:33]=1[S:38]([NH:41][C:25]([C:24]1[CH:28]=[CH:29][C:21]([CH2:20][C:13]2[C:12]3[CH:11]=[C:10]([NH:9][C:7]([O:6][CH:1]4[CH2:5][CH2:4][CH2:3][CH2:2]4)=[O:8])[CH:18]=[CH:17][C:16]=3[N:15]([CH3:19])[CH:14]=2)=[C:22]([O:30][CH3:31])[CH:23]=1)=[O:27])(=[O:40])=[O:39].[CH2:1]([O-:6])[CH3:2]. The yield is 0.813. (3) The reactants are [F:1][C:2]1[CH:7]=[C:6]([C:8]2[CH:13]=[C:12]([F:14])[CH:11]=[CH:10][C:9]=2[N+:15]([O-])=[O:16])[C:5]([C:18]([O:20]C)=O)=[CH:4][CH:3]=1.[H][H]. The catalyst is [Pd].CO. The product is [F:14][C:12]1[CH:11]=[CH:10][C:9]2[N:15]([OH:16])[C:18](=[O:20])[C:5]3[C:6](=[CH:7][C:2]([F:1])=[CH:3][CH:4]=3)[C:8]=2[CH:13]=1. The yield is 1.00.